This data is from NCI-60 drug combinations with 297,098 pairs across 59 cell lines. The task is: Regression. Given two drug SMILES strings and cell line genomic features, predict the synergy score measuring deviation from expected non-interaction effect. (1) Drug 1: CCC1=CC2CC(C3=C(CN(C2)C1)C4=CC=CC=C4N3)(C5=C(C=C6C(=C5)C78CCN9C7C(C=CC9)(C(C(C8N6C)(C(=O)OC)O)OC(=O)C)CC)OC)C(=O)OC.C(C(C(=O)O)O)(C(=O)O)O. Synergy scores: CSS=18.7, Synergy_ZIP=-5.98, Synergy_Bliss=-4.32, Synergy_Loewe=-12.7, Synergy_HSA=-2.23. Drug 2: C(CC(=O)O)C(=O)CN.Cl. Cell line: CAKI-1. (2) Drug 1: COC1=CC(=CC(=C1O)OC)C2C3C(COC3=O)C(C4=CC5=C(C=C24)OCO5)OC6C(C(C7C(O6)COC(O7)C8=CC=CS8)O)O. Drug 2: C1=CC(=CC=C1C#N)C(C2=CC=C(C=C2)C#N)N3C=NC=N3. Cell line: RPMI-8226. Synergy scores: CSS=56.6, Synergy_ZIP=6.10, Synergy_Bliss=6.15, Synergy_Loewe=-23.8, Synergy_HSA=4.35. (3) Cell line: SW-620. Synergy scores: CSS=16.3, Synergy_ZIP=0.976, Synergy_Bliss=3.76, Synergy_Loewe=-1.92, Synergy_HSA=3.74. Drug 1: CC12CCC(CC1=CCC3C2CCC4(C3CC=C4C5=CN=CC=C5)C)O. Drug 2: CC1CCC2CC(C(=CC=CC=CC(CC(C(=O)C(C(C(=CC(C(=O)CC(OC(=O)C3CCCCN3C(=O)C(=O)C1(O2)O)C(C)CC4CCC(C(C4)OC)O)C)C)O)OC)C)C)C)OC. (4) Cell line: KM12. Synergy scores: CSS=5.67, Synergy_ZIP=-1.11, Synergy_Bliss=-0.180, Synergy_Loewe=-0.522, Synergy_HSA=-0.0955. Drug 1: CC(C)(C#N)C1=CC(=CC(=C1)CN2C=NC=N2)C(C)(C)C#N. Drug 2: CC1=C2C(C(=O)C3(C(CC4C(C3C(C(C2(C)C)(CC1OC(=O)C(C(C5=CC=CC=C5)NC(=O)OC(C)(C)C)O)O)OC(=O)C6=CC=CC=C6)(CO4)OC(=O)C)O)C)O. (5) Drug 1: CC1C(C(CC(O1)OC2CC(CC3=C2C(=C4C(=C3O)C(=O)C5=C(C4=O)C(=CC=C5)OC)O)(C(=O)C)O)N)O.Cl. Drug 2: C1=NC(=NC(=O)N1C2C(C(C(O2)CO)O)O)N. Cell line: SF-268. Synergy scores: CSS=19.2, Synergy_ZIP=-6.78, Synergy_Bliss=-2.46, Synergy_Loewe=-10.1, Synergy_HSA=-5.46. (6) Drug 1: CC1C(C(=O)NC(C(=O)N2CCCC2C(=O)N(CC(=O)N(C(C(=O)O1)C(C)C)C)C)C(C)C)NC(=O)C3=C4C(=C(C=C3)C)OC5=C(C(=O)C(=C(C5=N4)C(=O)NC6C(OC(=O)C(N(C(=O)CN(C(=O)C7CCCN7C(=O)C(NC6=O)C(C)C)C)C)C(C)C)C)N)C. Drug 2: CC1CCC2CC(C(=CC=CC=CC(CC(C(=O)C(C(C(=CC(C(=O)CC(OC(=O)C3CCCCN3C(=O)C(=O)C1(O2)O)C(C)CC4CCC(C(C4)OC)O)C)C)O)OC)C)C)C)OC. Cell line: RPMI-8226. Synergy scores: CSS=0.118, Synergy_ZIP=21.4, Synergy_Bliss=22.7, Synergy_Loewe=17.7, Synergy_HSA=16.6. (7) Drug 1: CC(CN1CC(=O)NC(=O)C1)N2CC(=O)NC(=O)C2. Drug 2: B(C(CC(C)C)NC(=O)C(CC1=CC=CC=C1)NC(=O)C2=NC=CN=C2)(O)O. Cell line: LOX IMVI. Synergy scores: CSS=29.3, Synergy_ZIP=-8.13, Synergy_Bliss=-1.20, Synergy_Loewe=2.69, Synergy_HSA=2.06.